From a dataset of Forward reaction prediction with 1.9M reactions from USPTO patents (1976-2016). Predict the product of the given reaction. (1) Given the reactants [Cl:1][C:2]1[CH:7]=[CH:6][CH:5]=[CH:4][C:3]=1[C:8]1[C:9]([C:18]2[CH:23]=[CH:22][C:21]([Cl:24])=[CH:20][CH:19]=2)=[CH:10][C:11]2[N:12]([C:14](=[O:17])[NH:15][N:16]=2)[N:13]=1.Cl[CH2:26][C:27]1[CH:28]=[CH:29][C:30]([C:33]([F:36])([F:35])[F:34])=[N:31][CH:32]=1.FC(F)(F)C1C=CC(CN2C(=O)N3N=C(C4C=CC=CC=4Cl)C(C4C=CC(Cl)=CC=4)=CC3=N2)=CC=1, predict the reaction product. The product is: [Cl:1][C:2]1[CH:7]=[CH:6][CH:5]=[CH:4][C:3]=1[C:8]1[C:9]([C:18]2[CH:19]=[CH:20][C:21]([Cl:24])=[CH:22][CH:23]=2)=[CH:10][C:11]2[N:12]([C:14](=[O:17])[N:15]([CH2:26][C:27]3[CH:32]=[N:31][C:30]([C:33]([F:36])([F:34])[F:35])=[CH:29][CH:28]=3)[N:16]=2)[N:13]=1. (2) Given the reactants [NH2:1][C:2]1[CH:7]=[CH:6][CH:5]=[CH:4][C:3]=1[OH:8].[Cl:9][C:10]1[CH:15]=[CH:14][CH:13]=[CH:12][C:11]=1[C:16]1[O:20][C:19]([CH:21]=O)=[CH:18][CH:17]=1, predict the reaction product. The product is: [Cl:9][C:10]1[CH:15]=[CH:14][CH:13]=[CH:12][C:11]=1[C:16]1[O:20][C:19]([CH:21]=[N:1][C:2]2[CH:7]=[CH:6][CH:5]=[CH:4][C:3]=2[OH:8])=[CH:18][CH:17]=1.